This data is from Drug-target binding data from BindingDB using IC50 measurements. The task is: Regression. Given a target protein amino acid sequence and a drug SMILES string, predict the binding affinity score between them. We predict pIC50 (pIC50 = -log10(IC50 in M); higher means more potent). Dataset: bindingdb_ic50. (1) The drug is O=C(Cc1ccc(-c2ccccc2)cc1)N[C@H]1CCOC1=O. The pIC50 is 7.5. The target protein sequence is MHDEREGYLEILSRITTEEEFFSLVLEICGNYGFEFFSFGARAPFPLTAPKYHFLSNYPGEWKSRYISEDYTSIDPIVRHGLLEYTPLIWNGEDFQENRFFWEEALHHGIRHGWSIPVRGKYGLISMLSLVRSSESIAATEILEKESFLLWITSMLQATFGDLLAPRIVPESNVRLTARETEMLKWTAVGKTYGEIGLILSIDQRTVKFHIVNAMRKLNSSNKAEATMKAYAIGLLN. (2) The compound is CC(C)Cc1c(C(=O)C(N)=O)c2c(OCC(=O)NS(=O)(=O)c3ccccc3)cc3ccccc3c2n1Cc1ccccc1. The target protein (Q9QXX3) has sequence MLLLLLLLLLGPGPGFSEATRRSHVYKRGLLELAGTLDCVGPRSPMAYMNYGCYCGLGGHGEPRDAIDWCCYHHDCCYSRAQDAGCSPKLDRYPWKCMDHHILCGPAENKCQELLCRCDEELAYCLAGTEYHLKYLFFPSILCEKDSPKCN. The pIC50 is 5.8. (3) The target protein (Q09472) has sequence MAENVVEPGPPSAKRPKLSSPALSASASDGTDFGSLFDLEHDLPDELINSTELGLTNGGDINQLQTSLGMVQDAASKHKQLSELLRSGSSPNLNMGVGGPGQVMASQAQQSSPGLGLINSMVKSPMTQAGLTSPNMGMGTSGPNQGPTQSTGMMNSPVNQPAMGMNTGMNAGMNPGMLAAGNGQGIMPNQVMNGSIGAGRGRQNMQYPNPGMGSAGNLLTEPLQQGSPQMGGQTGLRGPQPLKMGMMNNPNPYGSPYTQNPGQQIGASGLGLQIQTKTVLSNNLSPFAMDKKAVPGGGMPNMGQQPAPQVQQPGLVTPVAQGMGSGAHTADPEKRKLIQQQLVLLLHAHKCQRREQANGEVRQCNLPHCRTMKNVLNHMTHCQSGKSCQVAHCASSRQIISHWKNCTRHDCPVCLPLKNAGDKRNQQPILTGAPVGLGNPSSLGVGQQSAPNLSTVSQIDPSSIERAYAALGLPYQVNQMPTQPQVQAKNQQNQQPGQSP.... The small molecule is CC(C)CN1C(=O)C(=Cc2ccc(O)c(O)c2)C(=O)N(CC(C)C)C1=O. The pIC50 is 5.3. (4) The pIC50 is 4.0. The drug is O=P(O)(O)C(Cc1ccccc1)c1cccc(C(F)(F)F)c1. The target protein (P15309) has sequence MRAAPLLLARAASLSLGFLFLLFFWLDRSVLAKELKFVTLVFRHGDRSPIDTFPTDPIKESSWPQGFGQLTQLGMEQHYELGEYIRKRYRKFLNESYKHEQVYIRSTDVDRTLMSAMTNLAALFPPEGVSIWNPILLWQPIPVHTVPLSEDQLLYLPFRNCPRFQELESETLKSEEFQKRLHPYKDFIATLGKLSGLHGQDLFGIWSKVYDPLYCESVHNFTLPSWATEDTMTKLRELSELSLLSLYGIHKQKEKSRLQGGVLVNEILNHMKRATQIPSYKKLIMYSAHDTTVSGLQMALDVYNGLLPPYASCHLTELYFEKGEYFVEMYYRNETQHEPYPLMLPGCSPSCPLERFAELVGPVIPQDWSTECMTTNSHQGTEDSTD. (5) The small molecule is COc1ccc2c(c1)c(CC(=O)O)c(C)n2C(=O)c1ccc(Cl)cc1. The target protein sequence is ANPCCSNPCQNRGECMSTGFDQYKCDCTRTGFYGENCTTPEFLTRIKLLLKPTPNTVHYILTHFKGVWNIVNNIPFLRSLIMKYVLTSRSYLIDSPPTYNVHYGYKSWEAFSNLSYYTRALPPVADDCPTPMGVKGNKELPDSKEVLEKVLLRREFIPDPQGSNMMFAFFAQHFTHQFFKTDHKRGPGFTRGLGHGVDLNHIYGETLDRQHKLRLFKDGKLKYQVIGGEVYPPTVKDTQVEMIYPPHIPENLQFAVGQEVFGLVPGLMMYATIWLREHNRVCDILKQEHPEWGDEQLFQTSRLILIGETIKIVIEDYVQHLSGYHFKLKFDPELLFNQQFQYQNRIASEFNTLYHWHPLLPDTFNIEDQEYSFKQFLYNNSILLEHGLTQFVESFTRQIAGRVAGGRNVPIAVQAVAKASIDQSREMKYQSLNEYRKRFSLKPYTSFEELTGEKEMAAELKALYSDIDVMELYPALLVEKPRPDAIFGETMIELGAPFSL.... The pIC50 is 6.3. (6) The small molecule is O=C(NCCCNc1nc(Nc2cccc(N3CCOCC3)c2)ncc1C1CC1)C1CCC1. The target protein (Q9WUN2) has sequence MQSTSNHLWLLSDILGQGATANVFRGRHKKTGDLYAVKVFNNISFLRPVDVQMREFEVLKKLNHKNIVKLFAIEEETTTRHKVLIMEFCPCGSLYTVLEEPSNAYGLPESEFLIVLRDVVGGMNHLRENGIVHRDIKPGNIMRVIGEDGQSVYKLTDFGAARELEDDEQFVSLYGTEEYLHPDMYERAVLRKDHQKKYGATVDLWSVGVTFYHAATGSLPFRPFEGPRRNKEVMYKIITGKPSGAISGVQKAENGPIDWSGDMPLSCSLSQGLQALLTPVLANILEADQEKCWGFDQFFAETSDVLHRMVIHVFSLQHMTAHKIYIHSYNTAAVFHELVYKQTKIVSSNQELIYEGRRLVLELGRLAQHFPKTTEENPIFVTSREQLNTVGLRYEKISLPKIHPRYDLDGDASMAKAVTGVVCYACRTASTLLLYQELMRKGVRWLVELVKDDYNETVHKKTEVVITLDFCIRNIEKTVKVYEKLMKVNLEAAELGEISD.... The pIC50 is 6.2.